Dataset: Forward reaction prediction with 1.9M reactions from USPTO patents (1976-2016). Task: Predict the product of the given reaction. (1) Given the reactants [CH:1](N)=O.[NH2:4][C:5]1[N:9]([C:10]2[CH:15]=[C:14]([CH3:16])[CH:13]=[C:12]([CH3:17])[CH:11]=2)[N:8]=[CH:7][C:6]=1[C:18]([NH2:20])=[O:19], predict the reaction product. The product is: [CH3:16][C:14]1[CH:15]=[C:10]([N:9]2[C:5]3[N:4]=[CH:1][NH:20][C:18](=[O:19])[C:6]=3[CH:7]=[N:8]2)[CH:11]=[C:12]([CH3:17])[CH:13]=1. (2) The product is: [NH2:48][C:47]1[N:54]=[C:22]([C:7]2[C:8]([O:12][CH2:13][C:14]3[CH:19]=[CH:18][C:17]([O:20][CH3:21])=[CH:16][CH:15]=3)=[CH:9][CH:10]=[CH:11][C:6]=2[O:5][CH2:4][CH:1]2[CH2:3][CH2:2]2)[CH:23]=[C:25]([CH:27]2[CH2:32][CH2:31][CH2:30][N:29]([C:33]([O:35][C:36]([CH3:39])([CH3:38])[CH3:37])=[O:34])[CH2:28]2)[C:46]=1[C:45]([O:44][C:40]([CH3:43])([CH3:42])[CH3:41])=[O:49]. Given the reactants [CH:1]1([CH2:4][O:5][C:6]2[CH:11]=[CH:10][CH:9]=[C:8]([O:12][CH2:13][C:14]3[CH:19]=[CH:18][C:17]([O:20][CH3:21])=[CH:16][CH:15]=3)[C:7]=2[C:22](=O)[CH3:23])[CH2:3][CH2:2]1.[CH:25]([CH:27]1[CH2:32][CH2:31][CH2:30][N:29]([C:33]([O:35][C:36]([CH3:39])([CH3:38])[CH3:37])=[O:34])[CH2:28]1)=O.[C:40]([O:44][C:45](=[O:49])[CH2:46][C:47]#[N:48])([CH3:43])([CH3:42])[CH3:41].C([O-])(=O)C.[NH4+:54].C1(Cl)C(=O)C(Cl)=C(Cl)C(=O)C=1Cl.O=C1O[C@H]([C@H](CO)O)C(O)=C1O, predict the reaction product.